From a dataset of Retrosynthesis with 50K atom-mapped reactions and 10 reaction types from USPTO. Predict the reactants needed to synthesize the given product. (1) Given the product O=C(c1cc(C(F)(F)F)cc(C(F)(F)F)c1)N1CCC(CCO)(c2ccc(Cl)c(Cl)c2)C1, predict the reactants needed to synthesize it. The reactants are: O=C(Cl)c1cc(C(F)(F)F)cc(C(F)(F)F)c1.OCCC1(c2ccc(Cl)c(Cl)c2)CCNC1. (2) Given the product CN(Cc1nnc2n1-c1ccc(Cl)cc1C(c1ccccc1)=NC2)CC1CC1, predict the reactants needed to synthesize it. The reactants are: CNCC1CC1.ClCc1nnc2n1-c1ccc(Cl)cc1C(c1ccccc1)=NC2. (3) Given the product CN1CCSc2c(C(=O)NC3CN4CCC3CC4)cc(Cl)cc21, predict the reactants needed to synthesize it. The reactants are: CN1CCSc2c(C(=O)O)cc(Cl)cc21.NC1CN2CCC1CC2.